Predict the reactants needed to synthesize the given product. From a dataset of Full USPTO retrosynthesis dataset with 1.9M reactions from patents (1976-2016). (1) Given the product [NH:1]1[C:9]2[C:4](=[CH:5][C:6]([NH:10][C:11]3[CH:16]=[CH:15][N:14]=[C:13]([C:17]4[CH:18]=[C:19]([CH:23]=[CH:24][CH:25]=4)[C:20]([NH:39][CH:36]4[CH2:37][CH2:38][N:33]([C:31]([O:30][C:26]([CH3:29])([CH3:27])[CH3:28])=[O:32])[CH2:34][CH2:35]4)=[O:21])[N:12]=3)=[CH:7][CH:8]=2)[CH:3]=[N:2]1, predict the reactants needed to synthesize it. The reactants are: [NH:1]1[C:9]2[C:4](=[CH:5][C:6]([NH:10][C:11]3[CH:16]=[CH:15][N:14]=[C:13]([C:17]4[CH:18]=[C:19]([CH:23]=[CH:24][CH:25]=4)[C:20](O)=[O:21])[N:12]=3)=[CH:7][CH:8]=2)[CH:3]=[N:2]1.[C:26]([O:30][C:31]([N:33]1[CH2:38][CH2:37][CH:36]([NH2:39])[CH2:35][CH2:34]1)=[O:32])([CH3:29])([CH3:28])[CH3:27].CN(C(ON1N=NC2C=CC=NC1=2)=[N+](C)C)C.F[P-](F)(F)(F)(F)F.CCN(CC)CC. (2) The reactants are: [CH2:1]([C@@:5]1([CH2:43][CH3:44])[NH:11][C@H:10]([C:12]2[CH:17]=[CH:16][CH:15]=[CH:14][CH:13]=2)[C:9]2[CH:18]=[C:19]([O:39][CH3:40])[C:20]([CH2:22][NH:23][C@H:24]([C:35]([O:37]C)=[O:36])[CH2:25][S:26][S:27][CH2:28][C@H:29]([NH2:34])[C:30]([O:32]C)=[O:31])=[CH:21][C:8]=2[S:7](=[O:42])(=[O:41])[CH2:6]1)[CH2:2][CH2:3][CH3:4].[Li+].[OH-].Cl. Given the product [CH2:1]([C@@:5]1([CH2:43][CH3:44])[NH:11][C@H:10]([C:12]2[CH:13]=[CH:14][CH:15]=[CH:16][CH:17]=2)[C:9]2[CH:18]=[C:19]([O:39][CH3:40])[C:20]([CH2:22][NH:23][C@H:24]([C:35]([OH:37])=[O:36])[CH2:25][S:26][S:27][CH2:28][C@H:29]([NH2:34])[C:30]([OH:32])=[O:31])=[CH:21][C:8]=2[S:7](=[O:41])(=[O:42])[CH2:6]1)[CH2:2][CH2:3][CH3:4], predict the reactants needed to synthesize it. (3) Given the product [C:37]([O:36][C:34]([C:33]1[CH:41]=[CH:42][C:30]([CH2:29][CH2:28][C:12]([CH2:11][C:10]2[CH:9]=[CH:8][C:7]([C:5]([O:4][CH3:3])=[O:6])=[CH:26][CH:25]=2)([C:19]([O:21][CH2:22][CH:23]=[CH2:24])=[O:20])[C:13]([O:15][CH2:16][CH:17]=[CH2:18])=[O:14])=[CH:31][CH:32]=1)=[O:35])([CH3:40])([CH3:39])[CH3:38], predict the reactants needed to synthesize it. The reactants are: [H-].[Na+].[CH3:3][O:4][C:5]([C:7]1[CH:26]=[CH:25][C:10]([CH2:11][CH:12]([C:19]([O:21][CH2:22][CH:23]=[CH2:24])=[O:20])[C:13]([O:15][CH2:16][CH:17]=[CH2:18])=[O:14])=[CH:9][CH:8]=1)=[O:6].Br[CH2:28][CH2:29][C:30]1[CH:42]=[CH:41][C:33]([C:34]([O:36][C:37]([CH3:40])([CH3:39])[CH3:38])=[O:35])=[CH:32][CH:31]=1.